This data is from Reaction yield outcomes from USPTO patents with 853,638 reactions. The task is: Predict the reaction yield, written as a fraction of the theoretical maximum amount of product (1.0 means a 100% yield; for example, 0.34 means a 34% yield). The reactants are [H-].[Na+].[CH2:3]([C:5]1[S:6][C:7]([C:17]2[CH:22]=[CH:21][N:20]=[C:19]([NH:23][C:24](=[O:32])[CH2:25][C:26]3[CH:31]=[CH:30][CH:29]=[CH:28][CH:27]=3)[CH:18]=2)=[C:8]([C:10]2[CH:15]=[CH:14][CH:13]=[C:12]([CH3:16])[CH:11]=2)[N:9]=1)[CH3:4].[CH3:33]I.[Cl-].[NH4+]. The catalyst is CS(C)=O. The product is [CH2:3]([C:5]1[S:6][C:7]([C:17]2[CH:22]=[CH:21][N:20]=[C:19]([N:23]([CH3:33])[C:24](=[O:32])[CH2:25][C:26]3[CH:31]=[CH:30][CH:29]=[CH:28][CH:27]=3)[CH:18]=2)=[C:8]([C:10]2[CH:15]=[CH:14][CH:13]=[C:12]([CH3:16])[CH:11]=2)[N:9]=1)[CH3:4]. The yield is 0.350.